This data is from Peptide-MHC class II binding affinity with 134,281 pairs from IEDB. The task is: Regression. Given a peptide amino acid sequence and an MHC pseudo amino acid sequence, predict their binding affinity value. This is MHC class II binding data. The peptide sequence is GGRLAFQEFMIVPCE. The MHC is HLA-DPA10103-DPB10301 with pseudo-sequence HLA-DPA10103-DPB10301. The binding affinity (normalized) is 0.211.